From a dataset of Reaction yield outcomes from USPTO patents with 853,638 reactions. Predict the reaction yield, written as a fraction of the theoretical maximum amount of product (1.0 means a 100% yield; for example, 0.34 means a 34% yield). (1) The reactants are C(Cl)CCl.[C:5]([N:12]1[CH2:17][CH2:16][N:15]([CH2:18][C:19]([OH:21])=O)[CH2:14][CH2:13]1)([O:7][C:8]([CH3:11])([CH3:10])[CH3:9])=[O:6].[F:22][C:23]1[CH:24]=[CH:25][C:26]([NH:29][NH2:30])=[N:27][CH:28]=1.C1C=CC2N(O)N=NC=2C=1. The catalyst is C(Cl)Cl. The product is [C:8]([O:7][C:5]([N:12]1[CH2:13][CH2:14][N:15]([CH2:18][C:19]([NH:30][NH:29][C:26]2[CH:25]=[CH:24][C:23]([F:22])=[CH:28][N:27]=2)=[O:21])[CH2:16][CH2:17]1)=[O:6])([CH3:9])([CH3:10])[CH3:11]. The yield is 0.800. (2) The reactants are [N+:1]([C:4]1[CH:12]=[C:11]([C:13]([F:16])([F:15])[F:14])[CH:10]=[CH:9][C:5]=1[C:6](O)=[O:7])([O-:3])=[O:2].[CH3:17][NH:18][O:19][CH3:20].CN1CCOCC1.C[N+]1(C2N=C(OC)N=C(OC)N=2)CCOCC1.[Cl-]. The catalyst is C1COCC1. The product is [CH3:20][O:19][N:18]([CH3:17])[C:6](=[O:7])[C:5]1[CH:9]=[CH:10][C:11]([C:13]([F:16])([F:15])[F:14])=[CH:12][C:4]=1[N+:1]([O-:3])=[O:2]. The yield is 0.870. (3) The reactants are [I:1][C:2]1[C:3]([O:21][CH3:22])=[CH:4][CH:5]=[C:6]2[C:11]=1[O:10][CH:9]([C:12]([F:15])([F:14])[F:13])[C:8]([C:16]([O:18]CC)=[O:17])=[CH:7]2.O.[OH-].[Li+]. The catalyst is O1CCCC1.O. The product is [I:1][C:2]1[C:3]([O:21][CH3:22])=[CH:4][CH:5]=[C:6]2[C:11]=1[O:10][CH:9]([C:12]([F:15])([F:14])[F:13])[C:8]([C:16]([OH:18])=[O:17])=[CH:7]2. The yield is 0.810. (4) The reactants are [S:1]([O:11][C:12]1[CH:16]=[CH:15][NH:14][C:13]=1[C:17]([O:19][CH3:20])=[O:18])([C:4]1[CH:10]=[CH:9][C:7]([CH3:8])=[CH:6][CH:5]=1)(=[O:3])=[O:2].[H-].[Na+].[NH2:23]Cl.[O-]S(S([O-])=O)=O.[Na+].[Na+]. The catalyst is CN(C=O)C.O. The product is [NH2:23][N:14]1[CH:15]=[CH:16][C:12]([O:11][S:1]([C:4]2[CH:5]=[CH:6][C:7]([CH3:8])=[CH:9][CH:10]=2)(=[O:2])=[O:3])=[C:13]1[C:17]([O:19][CH3:20])=[O:18]. The yield is 0.880. (5) The reactants are [O:1]=[C:2]1[C:7]2[CH:8]=[CH:9][CH:10]=[CH:11][C:6]=2[S:5][C:4]([C:12]2[N:17]=[C:16]([C:18]([OH:20])=O)[CH:15]=[CH:14][CH:13]=2)=[N:3]1.[NH2:21][CH2:22][CH2:23][OH:24].CCN=C=NCCCN(C)C.C1C=CC2N(O)N=NC=2C=1. The catalyst is CN(C=O)C.O.C(OCC)(=O)C. The product is [OH:24][CH2:23][CH2:22][NH:21][C:18]([C:16]1[CH:15]=[CH:14][CH:13]=[C:12]([C:4]2[S:5][C:6]3[CH:11]=[CH:10][CH:9]=[CH:8][C:7]=3[C:2](=[O:1])[N:3]=2)[N:17]=1)=[O:20]. The yield is 0.100. (6) The yield is 0.860. The catalyst is CN(C1C=CN=CC=1)C.C(Cl)Cl. The reactants are [Cl:1][C:2]1[CH:7]=[C:6]([N+:8]([O-:10])=[O:9])[CH:5]=[CH:4][C:3]=1[N:11]1[CH2:16][CH2:15][NH:14][CH2:13][CH2:12]1.[CH3:17][C:18]([O:21][C:22](O[C:22]([O:21][C:18]([CH3:20])([CH3:19])[CH3:17])=[O:23])=[O:23])([CH3:20])[CH3:19].CCN(CC)CC. The product is [Cl:1][C:2]1[CH:7]=[C:6]([N+:8]([O-:10])=[O:9])[CH:5]=[CH:4][C:3]=1[N:11]1[CH2:16][CH2:15][N:14]([C:22]([O:21][C:18]([CH3:20])([CH3:19])[CH3:17])=[O:23])[CH2:13][CH2:12]1.